This data is from Forward reaction prediction with 1.9M reactions from USPTO patents (1976-2016). The task is: Predict the product of the given reaction. (1) The product is: [Cl:22][C:17]1[CH:16]=[C:15]([C:6]2[C:5]([C:3]([NH:9][CH2:10][CH2:5][CH2:6][C:15]3[CH:20]=[CH:19][CH:18]=[CH:17][CH:16]=3)=[O:4])=[C:10]([CH2:11][CH3:12])[N:9]=[C:8]([S:13][CH3:14])[N:7]=2)[CH:20]=[C:19]([Cl:21])[CH:18]=1. Given the reactants CO[C:3]([C:5]1[C:6]([C:15]2[CH:20]=[C:19]([Cl:21])[CH:18]=[C:17]([Cl:22])[CH:16]=2)=[N:7][C:8]([S:13][CH3:14])=[N:9][C:10]=1[CH2:11][CH3:12])=[O:4].O.[OH-].[Li+], predict the reaction product. (2) Given the reactants COC(N[C@@H](C(C)C)C(N1C[C@@H](C)C[C@H]1C1NC2C3C(C=CC=2N=1)=CC(C1C=C2C(=CC=1)C1NC([C@@H]4C[C@H](COC)CN4C(OC(C)(C)C)=O)=NC=1C=C2)=CC=3)=O)=O.[C:59]([O:63][C:64]([NH:66][C@H:67]([C:121]1[CH:126]=[CH:125][CH:124]=[CH:123][CH:122]=1)[C:68]([N:70]1[CH2:74][C@@H:73]([CH2:75][O:76][CH3:77])[CH2:72][C@H:71]1[C:78]1[NH:82][C:81]2[C:83]3[C:88]([CH:89]=[CH:90][C:80]=2[N:79]=1)=[CH:87][C:86]([C:91]1[CH:92]=[C:93]2[C:118](=[CH:119][CH:120]=1)[C:97]1[NH:98][C:99]([C@@H:101]4[CH2:105][C@H:104]([CH3:106])[CH2:103][N:102]4[C:107](=[O:117])[C@@H:108]([NH:112][C:113](=[O:116])[O:114][CH3:115])[CH:109]([CH3:111])[CH3:110])=[N:100][C:96]=1[CH:95]=[CH:94]2)=[CH:85][CH:84]=3)=[O:69])=[O:65])(C)(C)C.C(OC(N[C@H](C1C=CC=CC=1)C(O)=O)=O)(C)(C)C, predict the reaction product. The product is: [CH3:59][O:63][C:64]([NH:66][C@H:67]([C:121]1[CH:122]=[CH:123][CH:124]=[CH:125][CH:126]=1)[C:68]([N:70]1[CH2:74][C@@H:73]([CH2:75][O:76][CH3:77])[CH2:72][C@H:71]1[C:78]1[NH:82][C:81]2[C:83]3[C:88]([CH:89]=[CH:90][C:80]=2[N:79]=1)=[CH:87][C:86]([C:91]1[CH:92]=[C:93]2[C:118](=[CH:119][CH:120]=1)[C:97]1[NH:98][C:99]([C@@H:101]4[CH2:105][C@H:104]([CH3:106])[CH2:103][N:102]4[C:107](=[O:117])[C@@H:108]([NH:112][C:113](=[O:116])[O:114][CH3:115])[CH:109]([CH3:111])[CH3:110])=[N:100][C:96]=1[CH:95]=[CH:94]2)=[CH:85][CH:84]=3)=[O:69])=[O:65]. (3) The product is: [N+:1]([C:4]1[CH:5]=[CH:6][C:7]2[CH:11]=[C:10]([C:12]([OH:14])=[O:13])[S:9][C:8]=2[CH:16]=1)([O-:3])=[O:2]. Given the reactants [N+:1]([C:4]1[CH:5]=[CH:6][C:7]2[CH:11]=[C:10]([C:12]([O:14]C)=[O:13])[S:9][C:8]=2[CH:16]=1)([O-:3])=[O:2].O.[OH-].[Li+].O.Cl, predict the reaction product. (4) Given the reactants [Br:1][C:2]1[N:7]=[C:6]([CH:8]=[C:9]([C:27]#[N:28])[C:10]([NH:12][CH:13]([C:17]2[CH:22]=[CH:21][C:20]([O:23]COC)=[CH:19][CH:18]=2)[CH2:14][CH2:15][CH3:16])=[O:11])[CH:5]=[CH:4][CH:3]=1.Cl.CO, predict the reaction product. The product is: [Br:1][C:2]1[N:7]=[C:6](/[CH:8]=[C:9](\[C:27]#[N:28])/[C:10]([NH:12][CH:13]([C:17]2[CH:22]=[CH:21][C:20]([OH:23])=[CH:19][CH:18]=2)[CH2:14][CH2:15][CH3:16])=[O:11])[CH:5]=[CH:4][CH:3]=1. (5) Given the reactants [NH2:1][C:2]1[S:3][C:4]([C:7]([O:9][CH:10]([CH3:12])[CH3:11])=[O:8])=[CH:5][N:6]=1.Cl[C:14]1[N:19]=[C:18]([CH3:20])[N:17]=[C:16]([N:21]2[CH2:26][CH2:25][N:24]([CH2:27][CH2:28][OH:29])[CH2:23][CH2:22]2)[CH:15]=1, predict the reaction product. The product is: [OH:29][CH2:28][CH2:27][N:24]1[CH2:23][CH2:22][N:21]([C:16]2[N:17]=[C:18]([CH3:20])[N:19]=[C:14]([NH:1][C:2]3[S:3][C:4]([C:7]([O:9][CH:10]([CH3:12])[CH3:11])=[O:8])=[CH:5][N:6]=3)[CH:15]=2)[CH2:26][CH2:25]1. (6) Given the reactants [Cl:1][C:2]1[C:3]([F:31])=[C:4]([C@@H:8]2[C@:12]([C:15]3[CH:20]=[CH:19][C:18]([Cl:21])=[CH:17][C:16]=3[F:22])([C:13]#[N:14])[C@H:11]([CH2:23][C:24]([CH3:27])([CH3:26])[CH3:25])[NH:10][C@H:9]2[C:28]([OH:30])=O)[CH:5]=[CH:6][CH:7]=1.C(N(CC)C(C)C)(C)C.Cl.[NH2:42][C:43]1[CH:48]=[CH:47][C:46]([N:49]2[CH2:53][CH2:52][CH2:51][CH:50]2[C:54]([O:56][CH3:57])=[O:55])=[CH:45][CH:44]=1.CN(C(ON1N=NC2C=CC=NC1=2)=[N+](C)C)C.F[P-](F)(F)(F)(F)F, predict the reaction product. The product is: [Cl:1][C:2]1[C:3]([F:31])=[C:4]([C@@H:8]2[C@:12]([C:15]3[CH:20]=[CH:19][C:18]([Cl:21])=[CH:17][C:16]=3[F:22])([C:13]#[N:14])[C@H:11]([CH2:23][C:24]([CH3:26])([CH3:25])[CH3:27])[NH:10][C@H:9]2[C:28]([NH:42][C:43]2[CH:48]=[CH:47][C:46]([N:49]3[CH2:53][CH2:52][CH2:51][CH:50]3[C:54]([O:56][CH3:57])=[O:55])=[CH:45][CH:44]=2)=[O:30])[CH:5]=[CH:6][CH:7]=1. (7) Given the reactants C[O:2][C:3]([C:5]1[O:6][CH:7]=[C:8]([C:28]2[CH:33]=[CH:32][CH:31]=[CH:30][CH:29]=2)[C:9]=1[CH2:10][N:11]([CH2:17][C:18]1[CH:23]=[CH:22][C:21]([O:24][CH3:25])=[CH:20][C:19]=1[O:26][CH3:27])[CH2:12][C:13]([O:15][CH3:16])=[O:14])=O.Cl, predict the reaction product. The product is: [CH3:16][O:15][C:13]([CH:12]1[N:11]([CH2:17][C:18]2[CH:23]=[CH:22][C:21]([O:24][CH3:25])=[CH:20][C:19]=2[O:26][CH3:27])[CH2:10][C:9]2[C:8]([C:28]3[CH:29]=[CH:30][CH:31]=[CH:32][CH:33]=3)=[CH:7][O:6][C:5]=2[C:3]1=[O:2])=[O:14].